Dataset: Forward reaction prediction with 1.9M reactions from USPTO patents (1976-2016). Task: Predict the product of the given reaction. (1) Given the reactants [C:1]1([O:8][CH3:9])[C:2](=[CH:4][CH:5]=[CH:6][CH:7]=1)[OH:3].[O:10]1[CH:12]([CH3:13])[CH:11]1Cl, predict the reaction product. The product is: [CH3:9][O:8][C:1]1[CH:7]=[CH:6][CH:5]=[CH:4][C:2]=1[O:3][CH2:13][CH:12]1[O:10][CH2:11]1. (2) Given the reactants [N+:1]([C:4]1[CH:21]=[CH:20][C:7]([CH2:8][O:9][C:10](=[O:19])[CH2:11][C:12]2[CH:17]=[CH:16][CH:15]=[CH:14][C:13]=2[CH3:18])=[CH:6][CH:5]=1)([O-:3])=[O:2].[Cl:22][S:23](O)(=[O:25])=[O:24], predict the reaction product. The product is: [N+:1]([C:4]1[CH:5]=[CH:6][C:7]([CH2:8][O:9][C:10](=[O:19])[CH2:11][C:12]2[CH:17]=[C:16]([S:23]([Cl:22])(=[O:25])=[O:24])[CH:15]=[CH:14][C:13]=2[CH3:18])=[CH:20][CH:21]=1)([O-:3])=[O:2]. (3) Given the reactants [CH3:1][S:2]([CH2:5][CH2:6][OH:7])(=[O:4])=[O:3].[F:8][CH:9]([F:18])[C:10](O[C:10](=[O:11])[CH:9]([F:18])[F:8])=[O:11], predict the reaction product. The product is: [F:8][CH:9]([F:18])[C:10]([O:7][CH2:6][CH2:5][S:2]([CH3:1])(=[O:4])=[O:3])=[O:11]. (4) Given the reactants [OH:1][C@@H:2]1[CH2:5][C@H:4]([NH:6][C:7](=[O:13])[O:8][C:9]([CH3:12])([CH3:11])[CH3:10])[CH2:3]1.CCN(C(C)C)C(C)C.[CH3:23][S:24](Cl)(=[O:26])=[O:25], predict the reaction product. The product is: [CH3:23][S:24]([O:1][C@H:2]1[CH2:3][C@H:4]([NH:6][C:7]([O:8][C:9]([CH3:10])([CH3:12])[CH3:11])=[O:13])[CH2:5]1)(=[O:26])=[O:25]. (5) Given the reactants [CH2:1]([Li])CCC.[Cl:6][C:7]1[CH:12]=[CH:11][C:10]([N:13]2[CH2:18][CH2:17][C:16](=O)[CH2:15][CH2:14]2)=[CH:9][CH:8]=1, predict the reaction product. The product is: [Cl:6][C:7]1[CH:12]=[CH:11][C:10]([N:13]2[CH2:18][CH2:17][C:16](=[CH2:1])[CH2:15][CH2:14]2)=[CH:9][CH:8]=1. (6) Given the reactants [Cl:1][C:2]1[N:7]=[CH:6][N:5]2[N:8]=[CH:9][C:10]([C:11](Cl)=[O:12])=[C:4]2[CH:3]=1.[CH:14]1([NH2:20])[CH2:19][CH2:18][CH2:17][CH2:16][CH2:15]1, predict the reaction product. The product is: [Cl:1][C:2]1[N:7]=[CH:6][N:5]2[N:8]=[CH:9][C:10]([C:11]([NH:20][CH:14]3[CH2:19][CH2:18][CH2:17][CH2:16][CH2:15]3)=[O:12])=[C:4]2[CH:3]=1. (7) Given the reactants [NH2:1][C@H:2]1[C:11]2[C:6](=[CH:7][CH:8]=[C:9]([N:12]3[CH2:17][CH2:16][O:15][CH2:14][CH2:13]3)[CH:10]=2)[N:5]([C:18](=[O:20])[CH3:19])[C@@H:4]([CH3:21])[C@@H:3]1[CH3:22].Cl[C:24]1[CH:29]=[N:28][C:27]([CH3:30])=[CH:26][N:25]=1.CC(C)([O-])C.[Na+].CN(C1C(C2C(P(C3CCCCC3)C3CCCCC3)=CC=CC=2)=CC=CC=1)C, predict the reaction product. The product is: [CH3:21][C@H:4]1[C@H:3]([CH3:22])[C@@H:2]([NH:1][C:24]2[CH:29]=[N:28][C:27]([CH3:30])=[CH:26][N:25]=2)[C:11]2[C:6](=[CH:7][CH:8]=[C:9]([N:12]3[CH2:13][CH2:14][O:15][CH2:16][CH2:17]3)[CH:10]=2)[N:5]1[C:18](=[O:20])[CH3:19]. (8) Given the reactants Cl.[CH3:2][O:3][C:4](=[O:11])[C@H:5]([CH2:7][CH:8]([CH3:10])[CH3:9])[NH2:6].[O-]S([O-])(=O)=O.[Mg+2].[C:18]1([C:26]2[CH:31]=[CH:30][CH:29]=[CH:28][CH:27]=2)[C:19](C=O)=[CH:20][CH:21]=[CH:22][CH:23]=1.[CH3:32]CN(CC)CC.[BH4-].[Na+], predict the reaction product. The product is: [C:26]1([C:18]2[CH:23]=[CH:22][CH:21]=[CH:20][CH:19]=2)[CH:27]=[CH:28][C:29]([CH2:32][NH:6][C@@H:5]([CH2:7][CH:8]([CH3:10])[CH3:9])[C:4]([O:3][CH3:2])=[O:11])=[CH:30][CH:31]=1. (9) Given the reactants [CH3:1][O:2][CH2:3][CH2:4][OH:5].CC(C)([O-])C.[Na+].Cl[C:13]1[N:21]=[C:20]2[C:16]([N:17]=[CH:18][N:19]2[CH:22]2[CH2:27][CH2:26][CH2:25][CH2:24][O:23]2)=[C:15]([NH2:28])[N:14]=1, predict the reaction product. The product is: [CH3:1][O:2][CH2:3][CH2:4][O:5][C:13]1[N:21]=[C:20]2[C:16]([N:17]=[CH:18][N:19]2[CH:22]2[CH2:27][CH2:26][CH2:25][CH2:24][O:23]2)=[C:15]([NH2:28])[N:14]=1.